This data is from Full USPTO retrosynthesis dataset with 1.9M reactions from patents (1976-2016). The task is: Predict the reactants needed to synthesize the given product. (1) The reactants are: Cl[C:2]1[N:10]=[C:9]([CH3:11])[N:8]=[C:7]2[C:3]=1[N:4]=[CH:5][N:6]2[CH:12]1[CH2:17][CH2:16][CH2:15][CH2:14][O:13]1.[O:18]1[CH2:22][CH2:21][O:20][CH:19]1[C:23]1[CH:24]=[C:25](B(O)O)[C:26]([F:29])=[N:27][CH:28]=1.C([O-])(=O)C.[K+]. Given the product [O:18]1[CH2:22][CH2:21][O:20][CH:19]1[C:23]1[CH:24]=[C:25]([C:2]2[N:10]=[C:9]([CH3:11])[N:8]=[C:7]3[C:3]=2[N:4]=[CH:5][N:6]3[CH:12]2[CH2:17][CH2:16][CH2:15][CH2:14][O:13]2)[C:26]([F:29])=[N:27][CH:28]=1, predict the reactants needed to synthesize it. (2) Given the product [F:41][C:37]1[CH:36]=[C:35]([CH:40]=[CH:39][CH:38]=1)[CH2:34][N:30]1[C@H:31]([CH3:33])[CH2:32][N:27]([C@@H:19]([C:20]2[CH:25]=[CH:24][CH:23]=[C:22]([OH:26])[CH:21]=2)[C:15]2[CH:14]=[C:13]([CH:18]=[CH:17][CH:16]=2)[C:12]([N:9]2[CH2:8][CH2:7][CH:6]([C:4]([OH:5])=[O:3])[CH2:11][CH2:10]2)=[O:43])[C@@H:28]([CH3:42])[CH2:29]1, predict the reactants needed to synthesize it. The reactants are: C([O:3][C:4]([CH:6]1[CH2:11][CH2:10][N:9]([C:12](=[O:43])[C:13]2[CH:18]=[CH:17][CH:16]=[C:15]([C@@H:19]([N:27]3[CH2:32][C@@H:31]([CH3:33])[N:30]([CH2:34][C:35]4[CH:40]=[CH:39][CH:38]=[C:37]([F:41])[CH:36]=4)[CH2:29][C@@H:28]3[CH3:42])[C:20]3[CH:25]=[CH:24][CH:23]=[C:22]([OH:26])[CH:21]=3)[CH:14]=2)[CH2:8][CH2:7]1)=[O:5])C.[OH-].[Na+].Cl.O. (3) Given the product [C:60]([OH:66])([C:62]([F:65])([F:64])[F:63])=[O:61].[OH2:4].[Cl:54][C:51]1[CH:50]=[CH:49][C:48]([C:45]2([NH:44][C:42](=[O:43])/[CH:41]=[CH:40]/[C@:23]34[CH2:35][C:34](=[O:36])[C:33]([CH:37]([CH3:38])[CH3:39])=[C:24]3[C@@H:25]3[C@@:20]([CH3:55])([CH2:21][CH2:22]4)[C@@:19]4([CH3:56])[C@@H:28]([C@:29]5([CH3:32])[C@@H:16]([CH2:17][CH2:18]4)[C:15]([CH3:58])([CH3:57])[C@@H:14]([O:13][C:11](=[O:12])[CH2:10][C:2]([CH3:1])([CH3:59])[C:3]([OH:5])=[O:4])[CH2:31][CH2:30]5)[CH2:27][CH2:26]3)[CH2:47][CH2:46]2)=[CH:53][CH:52]=1, predict the reactants needed to synthesize it. The reactants are: [CH3:1][C:2]([CH3:59])([CH2:10][C:11]([O:13][C@H:14]1[CH2:31][CH2:30][C@@:29]2([CH3:32])[C@@H:16]([CH2:17][CH2:18][C@:19]3([CH3:56])[C@@H:28]2[CH2:27][CH2:26][C@H:25]2[C@@:20]3([CH3:55])[CH2:21][CH2:22][C@@:23]3(/[CH:40]=[CH:41]/[C:42]([NH:44][C:45]4([C:48]5[CH:53]=[CH:52][C:51]([Cl:54])=[CH:50][CH:49]=5)[CH2:47][CH2:46]4)=[O:43])[CH2:35][C:34](=[O:36])[C:33]([CH:37]([CH3:39])[CH3:38])=[C:24]32)[C:15]1([CH3:58])[CH3:57])=[O:12])[C:3]([O:5]C(C)(C)C)=[O:4].[C:60]([OH:66])([C:62]([F:65])([F:64])[F:63])=[O:61].CC#N. (4) Given the product [C:15]([Si:12]([CH3:14])([CH3:13])[O:3][CH2:2][CH2:1][OH:4])([CH3:18])([CH3:17])[CH3:16], predict the reactants needed to synthesize it. The reactants are: [CH2:1]([OH:4])[CH2:2][OH:3].N#N.N1C=CN=C1.[Si:12](Cl)([C:15]([CH3:18])([CH3:17])[CH3:16])([CH3:14])[CH3:13]. (5) Given the product [Na+:55].[F:21][C:18]1[CH:19]=[CH:20][C:15]([C:14]2[C:13]([C:22]3[CH:23]=[CH:24][CH:25]=[CH:26][CH:27]=3)=[C:12]([C:28](=[O:43])[NH:29][CH2:30][C:31]3[CH:36]=[CH:35][C:34]([C:37]([O:39][CH:40]([CH3:42])[CH3:41])=[O:38])=[CH:33][CH:32]=3)[N:11]([CH:44]([CH3:45])[CH3:46])[C:10]=2[CH2:9][CH2:8][C@@H:7]([OH:47])[CH2:6][C@@H:5]([OH:48])[CH2:4][C:3]([O-:49])=[O:2])=[CH:16][CH:17]=1, predict the reactants needed to synthesize it. The reactants are: C[O:2][C:3](=[O:49])[CH2:4][C@H:5]([OH:48])[CH2:6][C@H:7]([OH:47])[CH2:8][CH2:9][C:10]1[N:11]([CH:44]([CH3:46])[CH3:45])[C:12]([C:28](=[O:43])[NH:29][CH2:30][C:31]2[CH:36]=[CH:35][C:34]([C:37]([O:39][CH:40]([CH3:42])[CH3:41])=[O:38])=[CH:33][CH:32]=2)=[C:13]([C:22]2[CH:27]=[CH:26][CH:25]=[CH:24][CH:23]=2)[C:14]=1[C:15]1[CH:20]=[CH:19][C:18]([F:21])=[CH:17][CH:16]=1.C(O)C.O.[OH-].[Na+:55]. (6) Given the product [CH2:19]1[C:28]2[C:23](=[CH:24][CH:25]=[CH:26][C:27]=2[N:29]2[CH2:30][CH2:31][N:32]([CH2:2][CH2:3][CH2:4][CH2:5][O:6][C:7]3[CH:8]=[CH:9][C:10]4[CH2:16][CH2:15][NH:14][C:13](=[O:17])[NH:12][C:11]=4[CH:18]=3)[CH2:33][CH2:34]2)[CH2:22][CH2:21][O:20]1, predict the reactants needed to synthesize it. The reactants are: Cl[CH2:2][CH2:3][CH2:4][CH2:5][O:6][C:7]1[CH:8]=[CH:9][C:10]2[CH2:16][CH2:15][NH:14][C:13](=[O:17])[NH:12][C:11]=2[CH:18]=1.[CH2:19]1[C:28]2[C:23](=[CH:24][CH:25]=[CH:26][C:27]=2[N:29]2[CH2:34][CH2:33][NH:32][CH2:31][CH2:30]2)[CH2:22][CH2:21][O:20]1.C(=O)([O-])[O-].[Na+].[Na+]. (7) The reactants are: [CH3:1][O:2][C:3]1[CH:4]=[C:5]2[C:14](=[CH:15][CH:16]=1)[N:13]=[CH:12][C:11]1[O:10][CH2:9][CH:8]([CH2:17][N:18]3[CH2:23][CH2:22][CH:21]([NH2:24])[CH2:20][CH2:19]3)[CH2:7][C:6]2=1.[O:25]=[C:26]1[NH:31][C:30]2[CH:32]=[C:33]([CH:36]=O)[CH:34]=[CH:35][C:29]=2[S:28][CH2:27]1. Given the product [CH3:1][O:2][C:3]1[CH:4]=[C:5]2[C:14](=[CH:15][CH:16]=1)[N:13]=[CH:12][C:11]1[O:10][CH2:9][CH:8]([CH2:17][N:18]3[CH2:23][CH2:22][CH:21]([NH:24][CH2:36][C:33]4[CH:34]=[CH:35][C:29]5[S:28][CH2:27][C:26](=[O:25])[NH:31][C:30]=5[CH:32]=4)[CH2:20][CH2:19]3)[CH2:7][C:6]2=1, predict the reactants needed to synthesize it. (8) Given the product [C:1]([O:5][C:6](=[O:7])[NH:8][CH2:9][CH:10]1[CH2:15][CH2:14][N:13]([C:16]2[CH:17]=[C:18]([CH:22]=[O:23])[N:19]=[CH:20][N:21]=2)[CH2:12][CH2:11]1)([CH3:4])([CH3:2])[CH3:3], predict the reactants needed to synthesize it. The reactants are: [C:1]([O:5][C:6]([NH:8][CH2:9][CH:10]1[CH2:15][CH2:14][N:13]([C:16]2[N:21]=[CH:20][N:19]=[C:18]([C:22](OC)=[O:23])[CH:17]=2)[CH2:12][CH2:11]1)=[O:7])([CH3:4])([CH3:3])[CH3:2].CC(C[AlH]CC(C)C)C. (9) Given the product [CH3:35][CH:30]([CH2:29][C:24]1[NH:25][C:26]2[C:22]([CH:23]=1)=[CH:21][C:20]([O:19][CH2:37][CH2:38][CH2:39][NH:40][C:41]1[CH:46]=[CH:45][CH:44]=[CH:43][N:42]=1)=[CH:28][CH:27]=2)[C:31]([O:33][CH3:34])=[O:32], predict the reactants needed to synthesize it. The reactants are: N(C(N1CCCCC1)=O)=NC(N1CCCCC1)=O.[OH:19][C:20]1[CH:21]=[C:22]2[C:26](=[CH:27][CH:28]=1)[NH:25][C:24]([CH2:29][CH:30]([CH3:35])[C:31]([O:33][CH3:34])=[O:32])=[CH:23]2.O[CH2:37][CH2:38][CH2:39][NH:40][C:41]1[CH:46]=[CH:45][CH:44]=[CH:43][N:42]=1.C(P(CCCC)CCCC)CCC.